This data is from NCI-60 drug combinations with 297,098 pairs across 59 cell lines. The task is: Regression. Given two drug SMILES strings and cell line genomic features, predict the synergy score measuring deviation from expected non-interaction effect. (1) Drug 1: CCN(CC)CCCC(C)NC1=C2C=C(C=CC2=NC3=C1C=CC(=C3)Cl)OC. Drug 2: CN(C(=O)NC(C=O)C(C(C(CO)O)O)O)N=O. Cell line: NCIH23. Synergy scores: CSS=17.2, Synergy_ZIP=-3.18, Synergy_Bliss=2.91, Synergy_Loewe=-18.3, Synergy_HSA=2.41. (2) Drug 1: C1CNP(=O)(OC1)N(CCCl)CCCl. Drug 2: C(CN)CNCCSP(=O)(O)O. Cell line: UACC62. Synergy scores: CSS=16.7, Synergy_ZIP=-4.06, Synergy_Bliss=2.65, Synergy_Loewe=4.50, Synergy_HSA=5.52.